This data is from Reaction yield outcomes from USPTO patents with 853,638 reactions. The task is: Predict the reaction yield, written as a fraction of the theoretical maximum amount of product (1.0 means a 100% yield; for example, 0.34 means a 34% yield). (1) The reactants are [Cl:1][C:2]1[CH:3]=[C:4]([C:22]2[CH:27]=[CH:26][C:25]([C:28]([OH:30])=O)=[CH:24][CH:23]=2)[CH:5]=[C:6]([Cl:21])[C:7]=1[CH2:8][CH:9]1[CH2:13][CH2:12][N:11]([CH:14]2[CH2:19][CH2:18][CH2:17][CH2:16][CH2:15]2)[C:10]1=[O:20].[CH3:31][N:32]1[CH2:37][CH2:36][NH:35][CH2:34][CH2:33]1. No catalyst specified. The product is [ClH:1].[CH:14]1([N:11]2[CH2:12][CH2:13][CH:9]([CH2:8][C:7]3[C:2]([Cl:1])=[CH:3][C:4]([C:22]4[CH:27]=[CH:26][C:25]([C:28]([N:35]5[CH2:36][CH2:37][N:32]([CH3:31])[CH2:33][CH2:34]5)=[O:30])=[CH:24][CH:23]=4)=[CH:5][C:6]=3[Cl:21])[C:10]2=[O:20])[CH2:15][CH2:16][CH2:17][CH2:18][CH2:19]1. The yield is 0.230. (2) The reactants are [C:1]1([CH3:10])[CH:6]=[CH:5][CH:4]=[C:3](B(O)O)[CH:2]=1.N1C=CC=CC=1.[OH:17][C:18]1[CH:19]=[C:20]([CH:26]=[CH:27][CH:28]=1)[C:21]([O:23][CH2:24][CH3:25])=[O:22]. The catalyst is ClCCl.C([O-])(=O)C.[Cu+2].C([O-])(=O)C. The product is [C:1]1([CH3:10])[CH:6]=[CH:5][CH:4]=[C:3]([O:17][C:18]2[CH:19]=[C:20]([CH:26]=[CH:27][CH:28]=2)[C:21]([O:23][CH2:24][CH3:25])=[O:22])[CH:2]=1. The yield is 0.540.